This data is from Full USPTO retrosynthesis dataset with 1.9M reactions from patents (1976-2016). The task is: Predict the reactants needed to synthesize the given product. (1) Given the product [CH2:25]([O:24][C:22]([C:21]1[C:20]([CH:17]([CH3:19])[CH3:18])=[N:1][C:2]2[C:3]([C:9]=1[C:11]1[CH:16]=[CH:15][CH:14]=[CH:13][CH:12]=1)=[CH:4][C:5]([Cl:8])=[CH:6][CH:7]=2)=[O:23])[CH3:26], predict the reactants needed to synthesize it. The reactants are: [NH2:1][C:2]1[CH:7]=[CH:6][C:5]([Cl:8])=[CH:4][C:3]=1[C:9]([C:11]1[CH:16]=[CH:15][CH:14]=[CH:13][CH:12]=1)=O.[CH:17]([C:20](=O)[CH2:21][C:22]([O:24][CH2:25][CH3:26])=[O:23])([CH3:19])[CH3:18]. (2) Given the product [F:26][C:25]([F:28])([F:27])[S:22]([O:20][C:12]1[C:13]2[C:18](=[C:17]([CH3:19])[CH:16]=[CH:15][CH:14]=2)[C:9]([C:7]([N:3]2[CH2:2][CH:1]3[CH:5]([CH2:6]3)[CH2:4]2)=[O:8])=[CH:10][CH:11]=1)(=[O:23])=[O:21], predict the reactants needed to synthesize it. The reactants are: [CH:1]12[CH2:6][CH:5]1[CH2:4][N:3]([C:7]([C:9]1[C:18]3[C:13](=[CH:14][CH:15]=[CH:16][C:17]=3[CH3:19])[C:12]([OH:20])=[CH:11][CH:10]=1)=[O:8])[CH2:2]2.[O:21](S(C(F)(F)F)(=O)=O)[S:22]([C:25]([F:28])([F:27])[F:26])(=O)=[O:23]. (3) Given the product [ClH:33].[ClH:1].[ClH:33].[CH3:2][N:3]([CH2:11][CH2:12][N:13]1[CH2:14][CH2:15][C:16]([C:24]2[CH:29]=[CH:28][CH:27]=[CH:26][CH:25]=2)([N:19]2[CH2:23][CH2:22][CH2:21][CH2:20]2)[CH2:17][CH2:18]1)[C:4](=[O:10])[O:5][C:6]([CH3:9])([CH3:7])[CH3:8], predict the reactants needed to synthesize it. The reactants are: [ClH:1].[CH3:2][N:3]([CH2:11][CH2:12][N:13]1[CH2:18][CH2:17][C:16]([C:24]2[CH:29]=[CH:28][CH:27]=[CH:26][CH:25]=2)([N:19]2[CH2:23][CH2:22][CH2:21][CH2:20]2)[CH2:15][CH2:14]1)[C:4](=[O:10])[O:5][C:6]([CH3:9])([CH3:8])[CH3:7].CO.C(Cl)(Cl)[Cl:33]. (4) Given the product [CH3:1][S:2]([O:5][C@H:6]1[C@@H:11]([CH3:12])[CH2:10][C@@H:9]([C:13]2[CH:18]=[CH:17][N:16]=[CH:15][C:14]=2[NH2:19])[CH2:8][C@H:7]1[NH:22][C:23]([O:25][C:26]([CH3:27])([CH3:29])[CH3:28])=[O:24])(=[O:3])=[O:4], predict the reactants needed to synthesize it. The reactants are: [CH3:1][S:2]([O:5][C@H:6]1[C@@H:11]([CH3:12])[CH2:10][C:9]([C:13]2[CH:18]=[CH:17][N:16]=[CH:15][C:14]=2[N+:19]([O-])=O)=[CH:8][C@H:7]1[NH:22][C:23]([O:25][C:26]([CH3:29])([CH3:28])[CH3:27])=[O:24])(=[O:4])=[O:3]. (5) Given the product [NH2:1][C@@H:4]([C@H:40]([C:48]1[CH:53]=[CH:52][CH:51]=[C:50]([Cl:54])[CH:49]=1)[C:41]1[CH:42]=[CH:43][C:44]([F:47])=[CH:45][CH:46]=1)[C:5]([NH:7][C:8]1[CH:9]=[N:10][CH:11]=[C:12]([F:39])[C:13]=1[CH2:14][CH2:15][C@H:16]1[O:21][CH2:20][C@H:19]([CH2:22][O:23][C:24]([NH:26][CH2:27][C:28]([F:31])([F:29])[F:30])=[O:25])[N:18]([C:32]([O:34][C:35]([CH3:38])([CH3:37])[CH3:36])=[O:33])[CH2:17]1)=[O:6], predict the reactants needed to synthesize it. The reactants are: [N:1]([C@@H:4]([C@H:40]([C:48]1[CH:53]=[CH:52][CH:51]=[C:50]([Cl:54])[CH:49]=1)[C:41]1[CH:46]=[CH:45][C:44]([F:47])=[CH:43][CH:42]=1)[C:5]([NH:7][C:8]1[CH:9]=[N:10][CH:11]=[C:12]([F:39])[C:13]=1[CH2:14][CH2:15][C@H:16]1[O:21][CH2:20][C@H:19]([CH2:22][O:23][C:24]([NH:26][CH2:27][C:28]([F:31])([F:30])[F:29])=[O:25])[N:18]([C:32]([O:34][C:35]([CH3:38])([CH3:37])[CH3:36])=[O:33])[CH2:17]1)=[O:6])=[N+]=[N-].C1(P(C2C=CC=CC=2)C2C=CC=CC=2)C=CC=CC=1.O. (6) Given the product [OH:31][CH:30]1[CH:32]([OH:20])[CH2:15][N:11]([C:1]([O:3][CH2:4][C:5]2[CH:10]=[CH:9][CH:8]=[CH:7][CH:6]=2)=[O:2])[CH2:29]1, predict the reactants needed to synthesize it. The reactants are: [C:1]([N:11]1[CH2:15]C=CC1)([O:3][CH2:4][C:5]1[CH:10]=[CH:9][CH:8]=[CH:7][CH:6]=1)=[O:2].C[N+]1([O-])CC[O:20]CC1.OS([O-])=O.[Na+].[CH3:29][C:30]([CH3:32])=[O:31]. (7) Given the product [F:5][C:6]1[C:15]2[C:10](=[CH:11][CH:12]=[CH:13][CH:14]=2)[C:9]([S:22]([C:16]2[CH:21]=[CH:20][CH:19]=[CH:18][CH:17]=2)(=[O:24])=[O:23])=[CH:8][CH:7]=1, predict the reactants needed to synthesize it. The reactants are: [Cl-].[Cl-].[Cl-].[Al+3].[F:5][C:6]1[C:15]2[C:10](=[CH:11][CH:12]=[CH:13][CH:14]=2)[CH:9]=[CH:8][CH:7]=1.[C:16]1([S:22](Cl)(=[O:24])=[O:23])[CH:21]=[CH:20][CH:19]=[CH:18][CH:17]=1. (8) Given the product [CH:51]1([C@H:46]([NH:45][C:30]([C:29]2[CH:33]=[CH:34][C:26]([F:25])=[CH:27][C:28]=2[N+:35]([O-:37])=[O:36])=[O:32])[C:47]([O:49][CH3:50])=[O:48])[CH2:52][CH2:53][CH2:54][CH2:55]1, predict the reactants needed to synthesize it. The reactants are: CN(C(ON1N=NC2C=CC=NC1=2)=[N+](C)C)C.F[P-](F)(F)(F)(F)F.[F:25][C:26]1[CH:34]=[CH:33][C:29]([C:30]([OH:32])=O)=[C:28]([N+:35]([O-:37])=[O:36])[CH:27]=1.FC(F)(F)C(O)=O.[NH2:45][C@@H:46]([CH:51]1[CH2:55][CH2:54][CH2:53][CH2:52]1)[C:47]([O:49][CH3:50])=[O:48].C(N(C(C)C)CC)(C)C. (9) Given the product [CH3:1][C:2]1[C:6]([C:7]2[N:8]([C:20]3[CH:21]=[CH:22][C:23]([OH:26])=[CH:24][CH:25]=3)[C:9]3[C:14]([C:15]=2[CH:16]=[O:37])=[CH:13][C:12]([F:18])=[C:11]([F:19])[CH:10]=3)=[C:5]([CH3:27])[O:4][N:3]=1, predict the reactants needed to synthesize it. The reactants are: [CH3:1][C:2]1[C:6]([C:7]2[N:8]([C:20]3[CH:25]=[CH:24][C:23]([OH:26])=[CH:22][CH:21]=3)[C:9]3[C:14]([C:15]=2[C:16]#N)=[CH:13][C:12]([F:18])=[C:11]([F:19])[CH:10]=3)=[C:5]([CH3:27])[O:4][N:3]=1.CC(C[AlH]CC(C)C)C.[OH2:37].Cl.